This data is from Reaction yield outcomes from USPTO patents with 853,638 reactions. The task is: Predict the reaction yield, written as a fraction of the theoretical maximum amount of product (1.0 means a 100% yield; for example, 0.34 means a 34% yield). (1) The reactants are [CH3:1][NH:2][CH2:3][CH2:4][CH:5]([OH:12])[C:6]1[CH:11]=[CH:10][CH:9]=[CH:8][CH:7]=1.[C:13]([OH:23])(=[O:22])[C@H:14]([C:16]1[CH:21]=[CH:20][CH:19]=[CH:18][CH:17]=1)[OH:15]. The catalyst is C(OC)(=O)C. The product is [C:13]([OH:23])(=[O:22])[C@H:14]([C:16]1[CH:21]=[CH:20][CH:19]=[CH:18][CH:17]=1)[OH:15].[CH3:1][NH:2][CH2:3][CH2:4][C@@H:5]([OH:12])[C:6]1[CH:7]=[CH:8][CH:9]=[CH:10][CH:11]=1. The yield is 0.760. (2) The reactants are [C:9](O[C:9]([O:11][C:12]([CH3:15])([CH3:14])[CH3:13])=[O:10])([O:11][C:12]([CH3:15])([CH3:14])[CH3:13])=[O:10].[NH2:16][CH2:17][CH2:18][CH:19]([O:23][CH2:24][CH3:25])[O:20][CH2:21][CH3:22]. The catalyst is C(Cl)Cl. The product is [CH2:21]([O:20][CH:19]([O:23][CH2:24][CH3:25])[CH2:18][CH2:17][NH:16][C:9](=[O:10])[O:11][C:12]([CH3:13])([CH3:14])[CH3:15])[CH3:22]. The yield is 1.00. (3) The product is [O:1]1[CH:5]=[CH:4][CH:3]=[C:2]1/[CH:6]=[CH:7]/[C:8]([NH:9][C:10]1([C:11]([NH:20][C@H:21]([C:26]([OH:28])=[O:27])[CH2:22][CH2:23][S:24][CH3:25])=[O:14])[CH2:15][CH2:16][CH2:17][CH2:18][CH2:19]1)=[O:31]. The yield is 0.0900. The reactants are [O:1]1[CH:5]=[CH:4][CH:3]=[C:2]1/[CH:6]=[CH:7]/[C:8]1C(=O)[C:11](=[O:14])[C:10]2([CH2:19][CH2:18][CH2:17][CH2:16][CH2:15]2)[N:9]=1.[NH2:20][C@H:21]([C:26]([OH:28])=[O:27])[CH2:22][CH2:23][S:24][CH3:25].C(OCC)(=[O:31])C.Cl. The catalyst is CN1CCOCC1.O.